This data is from Full USPTO retrosynthesis dataset with 1.9M reactions from patents (1976-2016). The task is: Predict the reactants needed to synthesize the given product. (1) Given the product [S:1]1[C:5]2[CH:6]=[CH:7][CH:8]=[CH:9][C:4]=2[C:3]([NH:10][CH2:11][CH2:12][NH:13][C:28](=[O:29])[C:27]2[CH:31]=[CH:32][C:24]([Cl:23])=[CH:25][CH:26]=2)=[N:2]1, predict the reactants needed to synthesize it. The reactants are: [S:1]1[C:5]2[CH:6]=[CH:7][CH:8]=[CH:9][C:4]=2[C:3]([NH:10][CH2:11][CH2:12][NH2:13])=[N:2]1.C(N(C(C)C)CC)(C)C.[Cl:23][C:24]1[CH:32]=[CH:31][C:27]([C:28](Cl)=[O:29])=[CH:26][CH:25]=1. (2) Given the product [CH3:1][C:2]1[C:10]2[C:5](=[CH:6][N:7]=[C:8]([C:11]([OH:17])=[O:12])[CH:9]=2)[O:4][CH:3]=1, predict the reactants needed to synthesize it. The reactants are: [CH3:1][C:2]1[C:10]2[C:5](=[CH:6][N:7]=[C:8]([CH:11]=[O:12])[CH:9]=2)[O:4][CH:3]=1.C([OH:17])(C)(C)C.Cl([O-])=O.[Na+].P([O-])(O)(O)=O.[K+]. (3) Given the product [CH:19]1[C:7]2=[C:6]3[C:15](=[CH:10][CH:9]=[C:8]2[CH:21]=[CH:20][CH:18]=1)[C:4](=[O:5])[C:6]1[C:7](=[CH:8][CH:9]=[C:10]2[CH:11]=[CH:12][CH:13]=[CH:14][C:15]2=1)[C:4]3=[O:5], predict the reactants needed to synthesize it. The reactants are: C(N(CC)[C:4]([C:6]1[C:15]2[C:10](=[CH:11][CH:12]=[CH:13][CH:14]=2)[CH:9]=[CH:8][CH:7]=1)=[O:5])C.[CH:18]([Li])([CH2:20][CH3:21])[CH3:19]. (4) Given the product [F:2][C:3]1[C:12]([F:13])=[C:11]2[C:6]([C:7]([CH2:15][N:16]3[C:20]4[CH:21]=[CH:22][CH:23]=[CH:24][C:19]=4[N:18]=[C:17]3[CH:25]3[CH2:30][CH2:29][NH:28][CH2:27][CH2:26]3)=[CH:8][C:9](=[O:14])[NH:10]2)=[CH:5][CH:4]=1, predict the reactants needed to synthesize it. The reactants are: Cl.[F:2][C:3]1[C:12]([F:13])=[C:11]2[C:6]([C:7]([CH2:15][N:16]3[C:20]4[CH:21]=[CH:22][CH:23]=[CH:24][C:19]=4[N:18]=[C:17]3[CH:25]3[CH2:30][CH2:29][N:28](C(OC(C)(C)C)=O)[CH2:27][CH2:26]3)=[CH:8][C:9](=[O:14])[NH:10]2)=[CH:5][CH:4]=1.